From a dataset of Experimentally validated miRNA-target interactions with 360,000+ pairs, plus equal number of negative samples. Binary Classification. Given a miRNA mature sequence and a target amino acid sequence, predict their likelihood of interaction. (1) The miRNA is hsa-miR-7156-3p with sequence CUGCAGCCACUUGGGGAACUGGU. The protein sequence of the target gene is MPPYISAFQAAYIGIEVLIALVSVPGNVLVIWAVKVNQALRDATFCFIVSLAVADVAVGALVIPLAILINIGPQTYFHTCLMVACPVLILTQSSILALLAIAVDRYLRVKIPLRYKTVVTQRRAAVAIAGCWILSLVVGLTPMFGWNNLSVVEQDWRANGSVGEPVIKCEFEKVISMEYMVYFNFFVWVLPPLLLMVLIYLEVFYLIRKQLNKKVSASSGDPQKYYGKELKIAKSLALILFLFALSWLPLHILNCITLFCPTCQKPSILIYIAIFLTHGNSAMNPIVYAFRIHKFRVTFL.... Result: 0 (no interaction). (2) The miRNA is hsa-miR-7157-5p with sequence UCAGCAUUCAUUGGCACCAGAGA. The protein sequence of the target gene is MKEAGQMQNLESARAGRSVSTQTGSMTGQIPRLSKVNLFTLLSLWMELFPAEAQRQKSQKNEEGKHGPLGDNEERTRVSTDKRQVKRTGLVVVKNMKIVGLHCSSEDLHAGQIALIKHGSRLKNCDLYFSRKPCSACLKMIVNAGVNRISYWPADPEISLLTEASSSEDAKLDAKAVERLKSNSRAHVCVLLQPLVCYMVQFVEETSYKCDFIQKITKTLPDANTDFYYECKQERIKEYEMLFLVSNEEMHKQILMTIGLENLCENPYFSNLRQNMKDLILLLATVASSVPNFKHFGFYR.... Result: 1 (interaction). (3) The miRNA is hsa-miR-3169 with sequence UAGGACUGUGCUUGGCACAUAG. The protein sequence of the target gene is MGQGLWRVARNHHLQQEAYSETGYLSREQSRRVASSNISHTSHRKQAQGGIDIYHLLKARKSKEQEGFINLEMLPPELSFTILSYLNATDLCLASCVWQDLANDELLWQGLCKSTWGHCSIYNKNPPLGFSFRKLYMQLDEGSLTFNANPEEGVSYFMSKGILDDSPKEIAKFIFCTRTLNWKKLRIYLDERRDVLDDLVTLHNFRNQFLPNALREFFRHIHAPEERGEYLETLITKFSHRFCACNPDLMRELGLSPDAVYVLCYSLILLSIDLTSPHVKNKMSKREFIRNTRRAAQNIS.... Result: 0 (no interaction). (4) The miRNA is mmu-miR-546 with sequence AUGGUGGCACGGAGUC. The protein sequence of the target gene is MKKSYSGGTRTSSGRLRRLGDSSGPALKRSFEVEEVETPNSTPPRRVQTPLLRATVASSTQKFQDLGVKNSEPSARHVDSLSQRSPKASLRRVELSGPKAAEPVSRRTELSIDISSKQVENAGAIGPSRFGLKRAEVLGHKTPEPAPRRTEITIVKPQESAHRRMEPPASKVPEVPTAPATDAAPKRVEIQMPKPAEAPTAPSPAQTLENSEPAPVSQLQSRLEPKPQPPVAEATPRSQEATEAAPSCVGDMADTPRDAGLKQAPASRNEKAPVDFGYVGIDSILEQMRRKAMKQGFEFN.... Result: 0 (no interaction). (5) The miRNA is hsa-miR-6077 with sequence GGGAAGAGCUGUACGGCCUUC. The protein sequence of the target gene is MSGSSLPGALALSLLLVSGSLLPGPGAAQNAGFVKSPMSETKLTGDAFELYCDVVGSPTPEIQWWYAEVNRAESFRQLWDGARKRRVTVNTAYGSNGVSVLRITRLTLEDSGTYECRASNDPKRNDLRQNPSITWIRAQATISVLQKPRIVTSEEVIIRESLLPVTLQCNLTSSSHTLMYSYWTRNGVELTATRKNASNMEYRINKPRAEDSGEYHCVYHFVSAPKANATIEVKAAPDITGHKRSENKNEGQDAMMYCKSVGYPHPEWIWRKKENGVFEEISNSSGRFFITNKENYTELS.... Result: 0 (no interaction). (6) The miRNA is hsa-miR-2277-5p with sequence AGCGCGGGCUGAGCGCUGCCAGUC. The protein sequence of the target gene is MLWRGSQALRHFSTSRVYFKNKLKLALIGQSLFGQEVYSQLLKEGHRVVGVFTVPDKDGKADPLALAAEKDGTPVFKFPRWRLKGKTIKEVAEAYQSVGAELNVLPFCTQFIPMDVIDSPKHGSIIYHPSLLPRHRGASAINWTLIMGDKKAGFSVFWADDGLDTGPILLQRSCDVKPNDTVDSLYNRFLFPEGIKAMVEAVQLIADGKAPRTPQPEEGATYEGIQKKENAEVSWDQPAEGLHNWIRGHDKVPGAWAEINGQMVTFYGSSLLTSSVPSGEPLDIRGAKKPGLVTKNGLVL.... Result: 0 (no interaction). (7) Result: 1 (interaction). The miRNA is mmu-miR-3085-3p with sequence UCUGGCUGCUAUGGCCCCCUC. The protein sequence of the target gene is MGGFCGADRGGFLALLVWLQLLQPLFSGTYKPREDSGVMHRPQRPRRPRSDPEAPAQQSRLKSLSISHPSGVPVSVDRTEIPGSGSPSGTTTKITLENRRSSLGGPFFTDTCGHRITEVDPGSLSAGRKWPWQVSLQSQNEHVCGGSLISHRWVLTAAHCIYEQEEYMVMLGDDMLHSESESVTLVPVQDIIFPSNFDIQTMRNDIALALLYFPVNYSSLIQPVCLPEEPFRVKNGTVCWVTGWGQQNEIDAGFASILLQEVQQRILLQKHCNTLFQRQLGTSKNLVIKGMICGLQDSGQ.... (8) The miRNA is mmu-miR-3105-5p with sequence AGAGCAAGCCCGUAAGCAGCGU. The protein sequence of the target gene is MSAAVACLDYFAAECLVSMSAGAVVHRRPPDPEGAGGAAGSEVGAAPPESALPGPGPPGPASVPQLPQVPAPSPGAGGAAPHLLAASVWADLRGSSGEGSWENSGEAPRASSGFSDPIPCSVQTPCSELAPASGAAAVCAPESSSDAPAVPSAPAAPGAPAASGGFSGGALGAGPAPAADQAPRRRSVTPAAKRHQCPFPGCTKAYYKSSHLKSHQRTHTGERPFSCDWLDCDKKFTRSDELARHYRTHTGEKRFSCPLCPKQFSRSDHLTKHARRHPTYHPDMIEYRGRRRTPRIDPPL.... Result: 0 (no interaction).